Dataset: Full USPTO retrosynthesis dataset with 1.9M reactions from patents (1976-2016). Task: Predict the reactants needed to synthesize the given product. (1) Given the product [CH2:1]([O:3][C:4]([N:6]1[C:15]2[C:10](=[N:11][C:12]([O:16][CH3:17])=[CH:13][CH:14]=2)[C@@H:9]([NH:18][C:19]2[N:24]=[C:23]([CH2:25][C:26]3[CH:27]=[C:28]([C:36]([F:37])([F:39])[F:38])[CH:29]=[C:30]([C:32]([F:33])([F:34])[F:35])[CH:31]=3)[C:22]([NH:40][C:41]([O:43][CH2:44][C:45]([OH:51])=[O:46])=[O:42])=[CH:21][N:20]=2)[CH2:8][C@H:7]1[CH2:47][CH3:48])=[O:5])[CH3:2], predict the reactants needed to synthesize it. The reactants are: [CH2:1]([O:3][C:4]([N:6]1[C:15]2[C:10](=[N:11][C:12]([O:16][CH3:17])=[CH:13][CH:14]=2)[C@@H:9]([NH:18][C:19]2[N:24]=[C:23]([CH2:25][C:26]3[CH:31]=[C:30]([C:32]([F:35])([F:34])[F:33])[CH:29]=[C:28]([C:36]([F:39])([F:38])[F:37])[CH:27]=3)[C:22]([NH:40][C:41]([O:43][CH2:44][CH2:45][OH:46])=[O:42])=[CH:21][N:20]=2)[CH2:8][C@H:7]1[CH2:47][CH3:48])=[O:5])[CH3:2].CC(C)=[O:51]. (2) Given the product [Br:1][C:2]1[C:3]([CH3:9])=[C:4]([NH:5][C:15]([C:11]2[NH:10][CH:14]=[CH:13][N:12]=2)=[O:16])[CH:6]=[CH:7][CH:8]=1, predict the reactants needed to synthesize it. The reactants are: [Br:1][C:2]1[C:3]([CH3:9])=[C:4]([CH:6]=[CH:7][CH:8]=1)[NH2:5].[NH:10]1[CH:14]=[CH:13][N:12]=[C:11]1[C:15](O)=[O:16].C1C=NC2N(O)N=NC=2C=1.CCN(C(C)C)C(C)C. (3) The reactants are: [CH2:1]([O:3][C:4]1[CH:8]=[C:7]([OH:9])[N:6]([CH3:10])[N:5]=1)[CH3:2].C[O:12][C:13](OC)(OC)[CH3:14]. Given the product [C:13]([CH:8]1[C:7](=[O:9])[N:6]([CH3:10])[N:5]=[C:4]1[O:3][CH2:1][CH3:2])(=[O:12])[CH3:14], predict the reactants needed to synthesize it.